From a dataset of Full USPTO retrosynthesis dataset with 1.9M reactions from patents (1976-2016). Predict the reactants needed to synthesize the given product. (1) Given the product [CH2:10]([C@:9]12[CH2:13][CH:18]([CH:22]=[O:21])[C:17](=[O:16])[CH:33]=[C:29]1[CH2:30][CH2:31][C@:7]2([C:5]#[CH:6])[OH:24])[CH3:11], predict the reactants needed to synthesize it. The reactants are: C([N-][CH:5]([CH3:7])[CH3:6])(C)C.[Li+].[CH2:9]1[CH2:13]O[CH2:11][CH2:10]1.CC[O:16][CH2:17][CH3:18].C([O:21][CH3:22])=O.C([O-])([O-])=[O:24].[K+].[K+].[CH2:29]1[CH2:33]O[CH2:31][CH2:30]1. (2) Given the product [CH3:1][O:2][CH:3]1[C:8]([O:11][CH3:12])([O:9][CH3:10])[CH2:7][CH2:6][N:5]([C:17]([O:19][CH2:20][CH3:21])=[O:18])[CH2:4]1, predict the reactants needed to synthesize it. The reactants are: [CH3:1][O:2][CH:3]1[C:8]([O:11][CH3:12])([O:9][CH3:10])[CH2:7][CH2:6][NH:5][CH2:4]1.C(Cl)Cl.Cl[C:17]([O:19][CH2:20][CH3:21])=[O:18].C(N(CC)CC)C. (3) Given the product [O:14]=[C:13]([N:15]1[CH2:16][CH2:17][N:18]([C:21](=[O:32])[C:22]2[CH:27]=[CH:26][CH:25]=[CH:24][C:23]=2[C:28]([F:31])([F:29])[F:30])[CH2:19][CH2:20]1)[CH2:12][NH:11][C:63]([C:56]1[C:57]2[C:62](=[CH:61][CH:60]=[CH:59][CH:58]=2)[NH:54][CH:55]=1)=[O:64], predict the reactants needed to synthesize it. The reactants are: CCN(C(C)C)C(C)C.Cl.[NH2:11][CH2:12][C:13]([N:15]1[CH2:20][CH2:19][N:18]([C:21](=[O:32])[C:22]2[CH:27]=[CH:26][CH:25]=[CH:24][C:23]=2[C:28]([F:31])([F:30])[F:29])[CH2:17][CH2:16]1)=[O:14].C1C=CC2N(O)N=NC=2C=1.CCN=C=NCCCN(C)C.[NH:54]1[C:62]2[C:57](=[CH:58][CH:59]=[CH:60][CH:61]=2)[C:56]([C:63](O)=[O:64])=[CH:55]1. (4) Given the product [CH:26]([N:25]1[C:20]2[CH:19]=[C:18]([C:9]3[NH:8][C:7]([C:1]4[CH:2]=[CH:3][CH:4]=[CH:5][CH:6]=4)=[N:11][C:10]=3[C:12]3[CH:13]=[CH:14][CH:15]=[CH:16][CH:17]=3)[CH:23]=[CH:22][C:21]=2[N:24]=[C:33]1[NH2:32])([CH3:28])[CH3:27], predict the reactants needed to synthesize it. The reactants are: [C:1]1([C:7]2[NH:8][C:9]([C:18]3[CH:23]=[CH:22][C:21]([NH2:24])=[C:20]([NH:25][CH:26]([CH3:28])[CH3:27])[CH:19]=3)=[C:10]([C:12]3[CH:17]=[CH:16][CH:15]=[CH:14][CH:13]=3)[N:11]=2)[CH:6]=[CH:5][CH:4]=[CH:3][CH:2]=1.C[O-].[Li+].[N:32]#[C:33]Br.C(O)C. (5) The reactants are: [Cl:1][C:2]1[C:3]([C:31](=[O:41])[N:32]([CH2:37][CH2:38][CH2:39][CH3:40])[CH2:33][CH2:34][CH2:35][CH3:36])=[N:4][N:5]([C:8]2[CH:18]=[CH:17][C:11]([C:12]([O:14]CC)=[O:13])=[CH:10][C:9]=2[C:19]([N:21]2[CH2:30][CH2:29][C:28]3[C:23](=[CH:24][CH:25]=[CH:26][CH:27]=3)[CH2:22]2)=[O:20])[C:6]=1[CH3:7].[OH-].[Na+]. Given the product [Cl:1][C:2]1[C:3]([C:31](=[O:41])[N:32]([CH2:37][CH2:38][CH2:39][CH3:40])[CH2:33][CH2:34][CH2:35][CH3:36])=[N:4][N:5]([C:8]2[CH:18]=[CH:17][C:11]([C:12]([OH:14])=[O:13])=[CH:10][C:9]=2[C:19]([N:21]2[CH2:30][CH2:29][C:28]3[C:23](=[CH:24][CH:25]=[CH:26][CH:27]=3)[CH2:22]2)=[O:20])[C:6]=1[CH3:7], predict the reactants needed to synthesize it. (6) The reactants are: [CH3:1][CH:2]([CH3:43])[CH2:3][S:4]([N:7](S(CC(C)C)(=O)=O)[C:8]1[C:16]2[C:11](=[CH:12][CH:13]=[C:14]([CH:17]3[C:22]([C:23]#[N:24])=[C:21]([CH3:25])[NH:20][C:19]([CH3:26])=[C:18]3[C:27]#[N:28])[CH:15]=2)[N:10](C(OC(C)(C)C)=O)[N:9]=1)(=[O:6])=[O:5].FC(F)(F)C(O)=O. Given the product [C:23]([C:22]1[CH:17]([C:14]2[CH:15]=[C:16]3[C:11](=[CH:12][CH:13]=2)[NH:10][N:9]=[C:8]3[NH:7][S:4]([CH2:3][CH:2]([CH3:43])[CH3:1])(=[O:6])=[O:5])[C:18]([C:27]#[N:28])=[C:19]([CH3:26])[NH:20][C:21]=1[CH3:25])#[N:24], predict the reactants needed to synthesize it. (7) Given the product [CH2:9]([O:8][C:6](=[O:7])[C:5](=[N:18][O:15][CH3:13])[C:4]([O:3][CH2:1][CH3:2])=[O:12])[CH3:10], predict the reactants needed to synthesize it. The reactants are: [CH2:1]([O:3][C:4](=[O:12])[C:5](=O)[C:6]([O:8][CH2:9][CH3:10])=[O:7])[CH3:2].[CH2:13]([OH:15])C.Cl.C[NH:18]O.N1C=CC=CC=1. (8) Given the product [NH2:40][C:41]1[CH:46]=[C:45]([C:2]2[CH:3]=[CH:4][C:5]([O:8][CH2:9][C@@H:10]([C:31]([O:33][CH3:34])=[O:32])[NH:11][C:12]([C:13]3[CH:18]=[CH:17][CH:16]=[CH:15][CH:14]=3)([C:19]3[CH:24]=[CH:23][CH:22]=[CH:21][CH:20]=3)[C:25]3[CH:26]=[CH:27][CH:28]=[CH:29][CH:30]=3)=[CH:6][CH:7]=2)[CH:44]=[CH:43][CH:42]=1, predict the reactants needed to synthesize it. The reactants are: Br[C:2]1[CH:7]=[CH:6][C:5]([O:8][CH2:9][C@@H:10]([C:31]([O:33][CH3:34])=[O:32])[NH:11][C:12]([C:25]2[CH:30]=[CH:29][CH:28]=[CH:27][CH:26]=2)([C:19]2[CH:24]=[CH:23][CH:22]=[CH:21][CH:20]=2)[C:13]2[CH:18]=[CH:17][CH:16]=[CH:15][CH:14]=2)=[CH:4][CH:3]=1.S(O)(O)(=O)=O.[NH2:40][C:41]1[CH:42]=[C:43](B(O)O)[CH:44]=[CH:45][CH:46]=1.[NH2:40][C:41]1[CH:46]=[C:45](B(O)O)[CH:44]=[CH:43][CH:42]=1.